Dataset: Forward reaction prediction with 1.9M reactions from USPTO patents (1976-2016). Task: Predict the product of the given reaction. (1) Given the reactants Cl[C:2]1[N:3]=[C:4]([N:13]2[CH2:18][CH2:17][N:16]([C:19](=[O:27])[CH2:20][C:21]3[CH:26]=[CH:25][CH:24]=[CH:23][CH:22]=3)[CH2:15][CH2:14]2)[C:5]2[CH:10]=[C:9]([CH2:11][CH3:12])[S:8][C:6]=2[N:7]=1.[F:28][C:29]1[CH:30]=[C:31]([CH:34]=[CH:35][CH:36]=1)[CH2:32][NH2:33], predict the reaction product. The product is: [CH2:11]([C:9]1[S:8][C:6]2[N:7]=[C:2]([NH:33][CH2:32][C:31]3[CH:34]=[CH:35][CH:36]=[C:29]([F:28])[CH:30]=3)[N:3]=[C:4]([N:13]3[CH2:18][CH2:17][N:16]([C:19](=[O:27])[CH2:20][C:21]4[CH:26]=[CH:25][CH:24]=[CH:23][CH:22]=4)[CH2:15][CH2:14]3)[C:5]=2[CH:10]=1)[CH3:12]. (2) Given the reactants [CH:1](=O)[CH:2]([CH3:4])[CH3:3].[O:6]=[C:7]([CH:9](P(=O)(OCC)OCC)[CH2:10][CH2:11][CH2:12][CH2:13][CH3:14])[CH3:8], predict the reaction product. The product is: [CH3:1][CH:2]([CH3:4])/[CH:3]=[C:9](\[CH2:10][CH2:11][CH2:12][CH2:13][CH3:14])/[C:7](=[O:6])[CH3:8]. (3) Given the reactants [C:1]([C:3]1[C:4]([N:10]=[CH:11][N:12](C)C)=[N:5][C:6]([CH3:9])=[CH:7][CH:8]=1)#[N:2].[CH3:15][C:16]1[CH:17]=[CH:18][C:19]([S:23][C:24]2[CH:29]=[CH:28][CH:27]=[CH:26][CH:25]=2)=[C:20](N)[CH:21]=1, predict the reaction product. The product is: [CH3:15][C:16]1[CH:17]=[CH:18][C:19]([S:23][C:24]2[CH:25]=[CH:26][CH:27]=[CH:28][CH:29]=2)=[C:20]([NH:2][C:1]2[C:3]3[CH:8]=[CH:7][C:6]([CH3:9])=[N:5][C:4]=3[N:10]=[CH:11][N:12]=2)[CH:21]=1. (4) The product is: [Cl:36][C:37]1[CH:38]=[C:39]([S:44]([N:47]2[CH2:52][CH2:51][CH:50]([CH2:53][O:54][C:55]3[C:63]([CH:64]4[CH2:66][CH2:65]4)=[CH:62][C:58]([C:59]([NH:47][S:44]([CH3:39])(=[O:46])=[O:45])=[O:60])=[C:57]([F:67])[CH:56]=3)[CH2:49][CH2:48]2)(=[O:46])=[O:45])[CH:40]=[CH:41][C:42]=1[F:43]. Given the reactants ClC1C(F)=C(C=C(C(F)(F)F)C=1)CN1CCC(COC2C(C3CC3)=CC(C(O)=O)=C(F)C=2)(F)CC1.[Cl:36][C:37]1[CH:38]=[C:39]([S:44]([N:47]2[CH2:52][CH2:51][CH:50]([CH2:53][O:54][C:55]3[C:63]([CH:64]4[CH2:66][CH2:65]4)=[CH:62][C:58]([C:59](O)=[O:60])=[C:57]([F:67])[CH:56]=3)[CH2:49][CH2:48]2)(=[O:46])=[O:45])[CH:40]=[CH:41][C:42]=1[F:43], predict the reaction product. (5) Given the reactants [F:1][C:2]1[CH:7]=[CH:6][C:5]([CH2:8][C:9]2[CH:18]=[C:17]3[C:12]([C:13]([OH:26])=[C:14]([C:21](OCC)=[O:22])[C:15](=[O:20])[N:16]3[CH3:19])=[N:11][CH:10]=2)=[CH:4][CH:3]=1.[NH2:27][CH2:28][C:29]1([OH:35])[CH2:34][CH2:33][CH2:32][CH2:31][CH2:30]1.C(N(CC)CC)C, predict the reaction product. The product is: [F:1][C:2]1[CH:7]=[CH:6][C:5]([CH2:8][C:9]2[CH:18]=[C:17]3[C:12]([C:13]([OH:26])=[C:14]([C:21]([NH:27][CH2:28][C:29]4([OH:35])[CH2:34][CH2:33][CH2:32][CH2:31][CH2:30]4)=[O:22])[C:15](=[O:20])[N:16]3[CH3:19])=[N:11][CH:10]=2)=[CH:4][CH:3]=1. (6) Given the reactants [H-].[Na+].[I-].[CH3:4][S+](C)(C)=O.[CH2:9]([C:11]1([CH2:21][C:22](=[O:27])[C:23]([F:26])([F:25])[F:24])[C:20]2[C:15](=[CH:16][CH:17]=[CH:18][CH:19]=2)[CH2:14][CH2:13][CH2:12]1)[CH3:10].O, predict the reaction product. The product is: [CH2:9]([C:11]1([CH2:21][C:22]2([C:23]([F:24])([F:26])[F:25])[CH2:4][O:27]2)[C:20]2[C:15](=[CH:16][CH:17]=[CH:18][CH:19]=2)[CH2:14][CH2:13][CH2:12]1)[CH3:10]. (7) Given the reactants [CH3:1][O:2][C:3]([C:5]1[C:15]2[O:14][CH2:13][CH2:12][CH2:11][O:10][C:9]=2[CH:8]=[C:7]([N+:16]([O-])=O)[CH:6]=1)=[O:4].Cl[Sn]Cl.C([O-])(O)=O.[Na+], predict the reaction product. The product is: [CH3:1][O:2][C:3]([C:5]1[C:15]2[O:14][CH2:13][CH2:12][CH2:11][O:10][C:9]=2[CH:8]=[C:7]([NH2:16])[CH:6]=1)=[O:4].